Dataset: Forward reaction prediction with 1.9M reactions from USPTO patents (1976-2016). Task: Predict the product of the given reaction. (1) Given the reactants [OH-].[Na+].[CH3:3][N:4]1[CH2:9][CH2:8][CH:7]([C:10]([O:12]CC)=[O:11])[CH2:6][CH2:5]1, predict the reaction product. The product is: [CH3:3][N:4]1[CH2:9][CH2:8][CH:7]([C:10]([OH:12])=[O:11])[CH2:6][CH2:5]1. (2) Given the reactants [CH:1]([C:3]1[CH:4]=[C:5]([CH:10]=[CH:11][CH:12]=1)[C:6]([O:8][CH3:9])=[O:7])=[O:2].[I-].[K+].Br[CH2:16][CH:17]=[CH2:18].[Cl-].[NH4+], predict the reaction product. The product is: [OH:2][CH:1]([C:3]1[CH:4]=[C:5]([CH:10]=[CH:11][CH:12]=1)[C:6]([O:8][CH3:9])=[O:7])[CH2:18][CH:17]=[CH2:16]. (3) Given the reactants O1CCC[CH2:2]1.[C:6]([O:17]C)(=O)[C:7]1[CH:15]=[C:13]([OH:14])[C:11]([OH:12])=[C:9]([OH:10])[CH:8]=1.[H-].[Al+3].[Li+].[H-].[H-].[H-].S(=O)(=O)(O)O, predict the reaction product. The product is: [OH:10][C:9]1[CH:8]=[C:7]([CH:15]=[C:13]([OH:14])[C:11]=1[O:12][CH3:2])[CH2:6][OH:17]. (4) Given the reactants Br[CH2:2][C:3]([C:5]1[CH:19]=[CH:18][C:8]([C:9]([NH:11][CH2:12][CH2:13][C:14]([F:17])([F:16])[F:15])=[O:10])=[CH:7][CH:6]=1)=O.[CH3:20][CH:21]([CH3:26])[CH2:22][C:23](=[S:25])[NH2:24], predict the reaction product. The product is: [CH2:22]([C:23]1[S:25][CH:2]=[C:3]([C:5]2[CH:19]=[CH:18][C:8]([C:9]([NH:11][CH2:12][CH2:13][C:14]([F:17])([F:16])[F:15])=[O:10])=[CH:7][CH:6]=2)[N:24]=1)[CH:21]([CH3:26])[CH3:20]. (5) Given the reactants Br[C:2]1[CH:11]=[C:10]2[C:5]([C:6]([NH:12][C:13]3[CH:18]=[CH:17][C:16]([F:19])=[CH:15][C:14]=3[OH:20])=[N:7][CH:8]=[N:9]2)=[C:4]([CH3:21])[CH:3]=1.[NH:22]=[S:23]1(=[O:27])[CH2:26][CH2:25][CH2:24]1.C(P(C(C)(C)C)C1C=CC=CC=1C1C=CC=CC=1)(C)(C)C.CC(C)([O-])C.[Na+], predict the reaction product. The product is: [F:19][C:16]1[CH:17]=[CH:18][C:13]([NH:12][C:6]2[C:5]3[C:10](=[CH:11][C:2]([N:22]=[S:23]4(=[O:27])[CH2:26][CH2:25][CH2:24]4)=[CH:3][C:4]=3[CH3:21])[N:9]=[CH:8][N:7]=2)=[C:14]([OH:20])[CH:15]=1.